Task: Regression. Given two drug SMILES strings and cell line genomic features, predict the synergy score measuring deviation from expected non-interaction effect.. Dataset: Merck oncology drug combination screen with 23,052 pairs across 39 cell lines (1) Drug 1: COC1CC2CCC(C)C(O)(O2)C(=O)C(=O)N2CCCCC2C(=O)OC(C(C)CC2CCC(OP(C)(C)=O)C(OC)C2)CC(=O)C(C)C=C(C)C(O)C(OC)C(=O)C(C)CC(C)C=CC=CC=C1C. Drug 2: CNC(=O)c1cc(Oc2ccc(NC(=O)Nc3ccc(Cl)c(C(F)(F)F)c3)cc2)ccn1. Cell line: HT144. Synergy scores: synergy=15.5. (2) Drug 1: CCC1(O)CC2CN(CCc3c([nH]c4ccccc34)C(C(=O)OC)(c3cc4c(cc3OC)N(C)C3C(O)(C(=O)OC)C(OC(C)=O)C5(CC)C=CCN6CCC43C65)C2)C1. Drug 2: CCN(CC)CCNC(=O)c1c(C)[nH]c(C=C2C(=O)Nc3ccc(F)cc32)c1C. Cell line: LNCAP. Synergy scores: synergy=-19.5. (3) Drug 1: CC(=O)OC1C(=O)C2(C)C(O)CC3OCC3(OC(C)=O)C2C(OC(=O)c2ccccc2)C2(O)CC(OC(=O)C(O)C(NC(=O)c3ccccc3)c3ccccc3)C(C)=C1C2(C)C. Drug 2: O=C(O)C1(Cc2cccc(Nc3nccs3)n2)CCC(Oc2cccc(Cl)c2F)CC1. Cell line: NCIH2122. Synergy scores: synergy=-5.16.